Dataset: NCI-60 drug combinations with 297,098 pairs across 59 cell lines. Task: Regression. Given two drug SMILES strings and cell line genomic features, predict the synergy score measuring deviation from expected non-interaction effect. (1) Drug 1: C1=CC(=CC=C1C#N)C(C2=CC=C(C=C2)C#N)N3C=NC=N3. Drug 2: C1CN(P(=O)(OC1)NCCCl)CCCl. Cell line: HCT116. Synergy scores: CSS=-1.19, Synergy_ZIP=4.10, Synergy_Bliss=6.39, Synergy_Loewe=-4.02, Synergy_HSA=-1.70. (2) Drug 1: CCN(CC)CCNC(=O)C1=C(NC(=C1C)C=C2C3=C(C=CC(=C3)F)NC2=O)C. Drug 2: CC1C(C(CC(O1)OC2CC(OC(C2O)C)OC3=CC4=CC5=C(C(=O)C(C(C5)C(C(=O)C(C(C)O)O)OC)OC6CC(C(C(O6)C)O)OC7CC(C(C(O7)C)O)OC8CC(C(C(O8)C)O)(C)O)C(=C4C(=C3C)O)O)O)O. Cell line: SW-620. Synergy scores: CSS=51.0, Synergy_ZIP=-0.920, Synergy_Bliss=1.19, Synergy_Loewe=-0.565, Synergy_HSA=-0.133.